Task: Regression. Given a peptide amino acid sequence and an MHC pseudo amino acid sequence, predict their binding affinity value. This is MHC class I binding data.. Dataset: Peptide-MHC class I binding affinity with 185,985 pairs from IEDB/IMGT The peptide sequence is LMAFSTGPF. The MHC is HLA-B46:01 with pseudo-sequence HLA-B46:01. The binding affinity (normalized) is 0.268.